From a dataset of TCR-epitope binding with 47,182 pairs between 192 epitopes and 23,139 TCRs. Binary Classification. Given a T-cell receptor sequence (or CDR3 region) and an epitope sequence, predict whether binding occurs between them. (1) The epitope is IVTDFSVIK. The TCR CDR3 sequence is CAITPGGSTEAFF. Result: 1 (the TCR binds to the epitope). (2) The epitope is SSNVANYQK. The TCR CDR3 sequence is CASSPGTEAFF. Result: 0 (the TCR does not bind to the epitope). (3) The epitope is MMISAGFSL. The TCR CDR3 sequence is CASSSTGVGYTF. Result: 1 (the TCR binds to the epitope).